Dataset: Forward reaction prediction with 1.9M reactions from USPTO patents (1976-2016). Task: Predict the product of the given reaction. (1) Given the reactants [OH:1][N:2]1[C:7](=[O:8])[C:6]([CH2:9][C:10]2[CH:15]=[CH:14][C:13]([C:16]3[C:17]([C:22]#[N:23])=[CH:18][CH:19]=[CH:20][CH:21]=3)=[CH:12][CH:11]=2)=[C:5]([CH2:24][CH2:25][CH3:26])[N:4]=[C:3]1[CH3:27].[C:28]1(P(C2C=CC=CC=2)C2C=CC=CC=2)[CH:33]=CC=C[CH:29]=1.N(C(OC(C)C)=O)=NC(OC(C)C)=O.[C:61]([O:64][CH2:65][CH3:66])(=O)[CH3:62], predict the reaction product. The product is: [CH3:62][C@@H:61]1[CH2:33][CH:28]([O:1][N:2]2[C:7](=[O:8])[C:6]([CH2:9][C:10]3[CH:11]=[CH:12][C:13]([C:16]4[C:17]([C:22]#[N:23])=[CH:18][CH:19]=[CH:20][CH:21]=4)=[CH:14][CH:15]=3)=[C:5]([CH2:24][CH2:25][CH3:26])[N:4]=[C:3]2[CH3:27])[CH2:29][C@H:65]([CH3:66])[O:64]1. (2) Given the reactants [OH:1][C@@H:2]1[CH2:6][CH2:5][N:4]([C:7]([O:9][C:10]([CH3:13])([CH3:12])[CH3:11])=[O:8])[CH2:3]1.F[C:15]1[C:20]([F:21])=[CH:19][C:18]([F:22])=[CH:17][N:16]=1.[H-].[Na+], predict the reaction product. The product is: [F:21][C:20]1[C:15]([O:1][C@@H:2]2[CH2:6][CH2:5][N:4]([C:7]([O:9][C:10]([CH3:13])([CH3:12])[CH3:11])=[O:8])[CH2:3]2)=[N:16][CH:17]=[C:18]([F:22])[CH:19]=1. (3) Given the reactants [H-].[Na+].C(N(CC)CC)C.[OH:10][CH2:11][CH2:12][N:13]([CH3:21])[C:14](=[O:20])[O:15][C:16]([CH3:19])([CH3:18])[CH3:17].[Br:22][C:23]1[CH:28]=[CH:27][C:26](F)=[C:25]([C:30]([F:33])([F:32])[F:31])[CH:24]=1, predict the reaction product. The product is: [Br:22][C:23]1[CH:28]=[CH:27][C:26]([O:10][CH2:11][CH2:12][N:13]([CH3:21])[C:14](=[O:20])[O:15][C:16]([CH3:17])([CH3:18])[CH3:19])=[C:25]([C:30]([F:31])([F:32])[F:33])[CH:24]=1. (4) Given the reactants [CH3:1][NH:2][C@H:3]1[CH2:8][CH2:7][C@H:6]([OH:9])[CH2:5][CH2:4]1.Cl[C:11]([O:14][C:15](Cl)=[O:16])(Cl)Cl.N1C2C(=CC=CC=2)C=CC=1.[F:28][C:29]1[CH:30]=C(O)[CH:32]=[CH:33][C:34]=1[F:35].[H-].[Na+].Cl, predict the reaction product. The product is: [F:28][C:29]1[CH:30]=[C:11]([O:14][C:15](=[O:16])[N:2]([C@H:3]2[CH2:8][CH2:7][C@H:6]([OH:9])[CH2:5][CH2:4]2)[CH3:1])[CH:32]=[CH:33][C:34]=1[F:35]. (5) Given the reactants C(OC([NH:8][CH2:9][C:10]1[CH:11]=[C:12]([C:16]2[N:21]=[C:20]([C:22]([NH:24][C:25]3[CH:30]=[CH:29][CH:28]=[CH:27][C:26]=3[CH2:31][C:32]([O:34]C(C)(C)C)=[O:33])=[O:23])[CH:19]=[C:18](Cl)[CH:17]=2)[CH:13]=[CH:14][CH:15]=1)=O)(C)(C)C.[CH2:40]([NH2:47])[C:41]1[CH:46]=[CH:45][CH:44]=[CH:43][CH:42]=1.CC(C)([O-])C.[Na+], predict the reaction product. The product is: [NH2:8][CH2:9][C:10]1[CH:11]=[C:12]([C:16]2[N:21]=[C:20]([C:22]([NH:24][C:25]3[CH:30]=[CH:29][CH:28]=[CH:27][C:26]=3[CH2:31][C:32]([OH:34])=[O:33])=[O:23])[CH:19]=[C:18]([NH:47][CH2:40][C:41]3[CH:46]=[CH:45][CH:44]=[CH:43][CH:42]=3)[CH:17]=2)[CH:13]=[CH:14][CH:15]=1.